Task: Predict the product of the given reaction.. Dataset: Forward reaction prediction with 1.9M reactions from USPTO patents (1976-2016) (1) Given the reactants [H-].[Na+].[CH3:3][N:4]1[CH2:9][CH2:8][N:7]([S:10]([CH2:13][CH2:14][NH:15][C:16]([C:18]2[CH:19]=[C:20]3[C:24](=[CH:25][CH:26]=2)[NH:23][C:22](=[O:27])[CH2:21]3)=[O:17])(=[O:12])=[O:11])[CH2:6][CH2:5]1.[Cl:28][C:29]1[CH:34]=[CH:33][C:32]([C:35]#[N:36])=[CH:31][N:30]=1, predict the reaction product. The product is: [ClH:28].[C:35]([C:32]1[CH:33]=[CH:34][C:29]([C:21]2[C:20]3[C:24](=[CH:25][CH:26]=[C:18]([C:16]([NH:15][CH2:14][CH2:13][S:10]([N:7]4[CH2:6][CH2:5][N:4]([CH3:3])[CH2:9][CH2:8]4)(=[O:11])=[O:12])=[O:17])[CH:19]=3)[NH:23][C:22]=2[OH:27])=[N:30][CH:31]=1)#[N:36]. (2) Given the reactants I[C:2]1[CH:3]=[C:4]([CH:14]=[CH:15][CH:16]=1)[O:5][CH2:6][CH2:7][N:8]1[CH2:13][CH2:12][O:11][CH2:10][CH2:9]1.[CH:17]([C:20]1[CH:24]=[C:23]([NH2:25])[NH:22][N:21]=1)([CH3:19])[CH3:18].CN[C@@H]1CCCC[C@H]1NC.C(=O)([O-])[O-].[K+].[K+].N#N, predict the reaction product. The product is: [CH:17]([C:20]1[CH:24]=[C:23]([NH2:25])[N:22]([C:2]2[CH:16]=[CH:15][CH:14]=[C:4]([O:5][CH2:6][CH2:7][N:8]3[CH2:13][CH2:12][O:11][CH2:10][CH2:9]3)[CH:3]=2)[N:21]=1)([CH3:19])[CH3:18]. (3) Given the reactants [Cl:1][C:2]([Cl:22])=[CH:3][C:4]1([CH3:21])[CH2:13][CH2:12][C:11]2[C:6](=[C:7]([CH3:20])[C:8]([CH3:19])=[C:9]([O:15]COC)[C:10]=2[CH3:14])[O:5]1, predict the reaction product. The product is: [Cl:22][C:2]([Cl:1])=[CH:3][C:4]1([CH3:21])[CH2:13][CH2:12][C:11]2[C:6](=[C:7]([CH3:20])[C:8]([CH3:19])=[C:9]([OH:15])[C:10]=2[CH3:14])[O:5]1. (4) Given the reactants [Cl:1][C:2]1[NH:3][C:4]2[CH:10]=[CH:9][CH:8]=[CH:7][C:5]=2[N:6]=1.C[Si](OS(C(F)(F)F)(=O)=O)(C)C.C(O[CH:27]1[O:39][C@H:38]([CH2:40][O:41][C:42](=[O:44])[CH3:43])[C@@H:33]([O:34][C:35](=[O:37])[CH3:36])[C@H:28]1[O:29][C:30](=[O:32])[CH3:31])(=O)C.C(=O)([O-])O.[Na+], predict the reaction product. The product is: [Cl:1][C:2]1[N:6]([C@@H:27]2[O:39][C@H:38]([CH2:40][O:41][C:42](=[O:44])[CH3:43])[C@@H:33]([O:34][C:35](=[O:37])[CH3:36])[C@H:28]2[O:29][C:30](=[O:32])[CH3:31])[C:5]2[CH:7]=[CH:8][CH:9]=[CH:10][C:4]=2[N:3]=1. (5) Given the reactants [OH:1][C:2]1[CH:11]=[C:10]2[C:5]([CH2:6][C@@H:7]([C:12]([OH:14])=[O:13])[NH:8][CH2:9]2)=[CH:4][CH:3]=1.[C:15](=O)(O)[O-].[Na+].Cl[C:21]([O:23][CH2:24][C:25]1[CH:30]=[CH:29][CH:28]=[CH:27][CH:26]=1)=[O:22].C[Si](C=[N+]=[N-])(C)C, predict the reaction product. The product is: [OH:1][C:2]1[CH:11]=[C:10]2[C:5]([CH2:6][C@@H:7]([C:12]([O:14][CH3:15])=[O:13])[N:8]([C:21]([O:23][CH2:24][C:25]3[CH:30]=[CH:29][CH:28]=[CH:27][CH:26]=3)=[O:22])[CH2:9]2)=[CH:4][CH:3]=1. (6) Given the reactants [CH3:1][CH:2]([C:8]([O:10][CH2:11][CH3:12])=[O:9])[C:3]([O:5][CH2:6][CH3:7])=[O:4].[H-].[Na+].[Cl:15][C:16]1[N:21]=[C:20](Cl)[C:19]([F:23])=[CH:18][N:17]=1, predict the reaction product. The product is: [Cl:15][C:16]1[N:21]=[C:20]([C:2]([CH3:1])([C:3]([O:5][CH2:6][CH3:7])=[O:4])[C:8]([O:10][CH2:11][CH3:12])=[O:9])[C:19]([F:23])=[CH:18][N:17]=1. (7) The product is: [F:33][C:34]1[CH:52]=[CH:51][C:37]([CH2:38][N:39]([CH3:50])[C:40]([C:42]2[CH2:43][N:32]([CH2:31][CH2:30][C:24]3[CH:25]=[CH:26][C:27]([Cl:29])=[CH:28][C:23]=3[Cl:22])[C:45](=[O:48])[C:46]=2[OH:47])=[O:41])=[CH:36][CH:35]=1. Given the reactants COC(=O)C(O)=CC(=O)N(CC1C=CC(F)=CC=1)C.C=O.[Cl:22][C:23]1[CH:28]=[C:27]([Cl:29])[CH:26]=[CH:25][C:24]=1[CH2:30][CH2:31][NH2:32].[F:33][C:34]1[CH:52]=[CH:51][C:37]([CH2:38][N:39]([CH3:50])[C:40]([C:42]2[CH2:43]N(C)[C:45](=[O:48])[C:46]=2[OH:47])=[O:41])=[CH:36][CH:35]=1, predict the reaction product. (8) Given the reactants [Cl:1][C:2]1[CH:10]=[C:9]([N:11]2[CH2:16][CH2:15][O:14][CH2:13][S:12]2(=[O:18])=[O:17])[CH:8]=[CH:7][C:3]=1[C:4]([OH:6])=O.[NH2:19][C:20]1[CH:21]=[CH:22][C:23]([Cl:35])=[C:24]([NH:26][C:27](=[O:34])[C:28]2[CH:33]=[CH:32][CH:31]=[CH:30][CH:29]=2)[CH:25]=1.CN(C(ON1N=NC2C=CC=NC1=2)=[N+](C)C)C.F[P-](F)(F)(F)(F)F.CCN(C(C)C)C(C)C, predict the reaction product. The product is: [C:27]([NH:26][C:24]1[CH:25]=[C:20]([NH:19][C:4](=[O:6])[C:3]2[CH:7]=[CH:8][C:9]([N:11]3[CH2:16][CH2:15][O:14][CH2:13][S:12]3(=[O:18])=[O:17])=[CH:10][C:2]=2[Cl:1])[CH:21]=[CH:22][C:23]=1[Cl:35])(=[O:34])[C:28]1[CH:29]=[CH:30][CH:31]=[CH:32][CH:33]=1. (9) The product is: [C:1]([O:9][CH2:10][C@@H:11]1[C@@H:15]([F:16])[C:14](=[O:17])[C@@H:13]([O:18][CH3:19])[O:12]1)(=[O:8])[C:2]1[CH:3]=[CH:4][CH:5]=[CH:6][CH:7]=1. Given the reactants [C:1]([O:9][CH2:10][CH:11]1[C@@H:15]([F:16])[C@@H:14]([OH:17])[C@@H:13]([O:18][CH3:19])[O:12]1)(=[O:8])[C:2]1[CH:7]=[CH:6][CH:5]=[CH:4][CH:3]=1.I(C1C=CC=CC=1C(O)=O)(=O)=O, predict the reaction product.